Dataset: Catalyst prediction with 721,799 reactions and 888 catalyst types from USPTO. Task: Predict which catalyst facilitates the given reaction. (1) Reactant: C(O)C.[CH3:4][CH2:5][O:6][C:7]([C@@H:9]([NH:18][C@@H:19]1[C:29](=[O:30])[N:28]([CH2:31][C:32]([OH:34])=[O:33])[C:27]2[CH:26]=[CH:25][CH:24]=[CH:23][C:22]=2[CH2:21][CH2:20]1)[CH2:10][CH2:11][C:12]1[CH:13]=[CH:14][CH:15]=[CH:16][CH:17]=1)=[O:8].Cl. Product: [CH3:4][CH2:5][O:6][C:7]([C@@H:9]([NH:18][C@@H:19]1[C:29](=[O:30])[N:28]([CH2:31][C:32]([OH:34])=[O:33])[C:27]2[CH:26]=[CH:25][CH:24]=[CH:23][C:22]=2[CH2:21][CH2:20]1)[CH2:10][CH2:11][C:12]1[CH:17]=[CH:16][CH:15]=[CH:14][CH:13]=1)=[O:8]. The catalyst class is: 6. (2) Reactant: [C:9](O[C:9]([O:11][C:12]([CH3:15])([CH3:14])[CH3:13])=[O:10])([O:11][C:12]([CH3:15])([CH3:14])[CH3:13])=[O:10].Cl.[CH3:17][O:18][C:19]([C@H:21]1[CH2:25][C@@H:24]([OH:26])[CH2:23][NH:22]1)=[O:20].C(N(CC)C(C)C)(C)C. Product: [CH3:17][O:18][C:19]([C@H:21]1[CH2:25][C@@H:24]([OH:26])[CH2:23][N:22]1[C:9]([O:11][C:12]([CH3:13])([CH3:14])[CH3:15])=[O:10])=[O:20]. The catalyst class is: 12. (3) Reactant: [NH2:1][C@H:2]1[CH2:6][CH2:5][N:4]([C:7]2[CH:12]=[CH:11][C:10]([NH:13][C:14]3[N:19]=[C:18]([C:20]4[N:24]([CH:25]([CH3:27])[CH3:26])[C:23]([CH3:28])=[N:22][CH:21]=4)[C:17]([F:29])=[CH:16][N:15]=3)=[CH:9][CH:8]=2)[CH2:3]1.[C:30](O)(=[O:34])[C@H:31]([CH3:33])[OH:32].CCN(C(C)C)C(C)C.CCN=C=NCCCN(C)C. Product: [F:29][C:17]1[C:18]([C:20]2[N:24]([CH:25]([CH3:26])[CH3:27])[C:23]([CH3:28])=[N:22][CH:21]=2)=[N:19][C:14]([NH:13][C:10]2[CH:9]=[CH:8][C:7]([N:4]3[CH2:5][CH2:6][C@H:2]([NH:1][C:30](=[O:34])[C@@H:31]([OH:32])[CH3:33])[CH2:3]3)=[CH:12][CH:11]=2)=[N:15][CH:16]=1. The catalyst class is: 2. (4) Reactant: C(OC(=O)[NH:7][CH:8]1[CH2:17][CH2:16][C:11]2[N:12]=[C:13]([Br:15])[S:14][C:10]=2[CH2:9]1)(C)(C)C.FC(F)(F)C(O)=O. Product: [Br:15][C:13]1[S:14][C:10]2[CH2:9][CH:8]([NH2:7])[CH2:17][CH2:16][C:11]=2[N:12]=1. The catalyst class is: 4. (5) Reactant: [F:1][C:2]1[CH:7]=[CH:6][C:5]([C@@H:8]([NH:10][C:11]2[CH:16]=[C:15]([CH2:17][OH:18])[CH:14]=[C:13]([NH:19][C:20]3[CH:25]=[N:24][CH:23]=[CH:22][N:21]=3)[N:12]=2)[CH3:9])=[CH:4][CH:3]=1.[C:26](Br)(Br)(Br)Br.C1(P(C2C=CC=CC=2)C2C=CC=CC=2)C=CC=CC=1. Product: [F:1][C:2]1[CH:7]=[CH:6][C:5]([C@@H:8]([NH:10][C:11]2[CH:16]=[C:15]([CH2:17][O:18][CH3:26])[CH:14]=[C:13]([NH:19][C:20]3[CH:25]=[N:24][CH:23]=[CH:22][N:21]=3)[N:12]=2)[CH3:9])=[CH:4][CH:3]=1. The catalyst class is: 124. (6) Reactant: [CH3:1][C:2]([O:41][CH2:42][C@@H:43]1[CH2:45][O:44]1)([CH3:40])[CH2:3][N:4]1[CH:8]=[CH:7][C:6]([NH:9][C:10]([CH:12]2[CH:16]([C:17]3[CH:22]=[CH:21][CH:20]=[C:19]([Cl:23])[C:18]=3[F:24])[C:15]([C:27]3[CH:32]=[CH:31][C:30]([Cl:33])=[CH:29][C:28]=3[F:34])([C:25]#[N:26])[CH:14]([CH2:35][C:36]([CH3:39])([CH3:38])[CH3:37])[NH:13]2)=[O:11])=[N:5]1.C([NH:50][CH2:51][C:52]([OH:54])=[O:53])(C)(C)C. Product: [Cl:23][C:19]1[C:18]([F:24])=[C:17]([C@@H:16]2[C@:15]([C:27]3[CH:32]=[CH:31][C:30]([Cl:33])=[CH:29][C:28]=3[F:34])([C:25]#[N:26])[C@H:14]([CH2:35][C:36]([CH3:38])([CH3:37])[CH3:39])[NH:13][C@H:12]2[C:10]([NH:9][C:6]2[CH:7]=[CH:8][N:4]([CH2:3][C:2]([CH3:1])([CH3:40])[O:41][CH2:42][C@@H:43]([OH:44])[CH2:45][NH:50][CH2:51][C:52]([OH:54])=[O:53])[N:5]=2)=[O:11])[CH:22]=[CH:21][CH:20]=1. The catalyst class is: 32. (7) Reactant: [Cl:1][C:2]1[S:6][C:5]([C:7]2[N:12]=[C:11]([NH:13][C:14]3[CH:19]=[CH:18][C:17]([CH2:20][C:21]#[N:22])=[CH:16][CH:15]=3)[C:10]([CH2:23][CH3:24])=[C:9]([CH3:25])[N:8]=2)=[CH:4][CH:3]=1.[N:26]([Si](C)(C)C)=[N+:27]=[N-:28].O.O.O.[F-].C([N+](CCCC)(CCCC)CCCC)CCC.[ClH:54]. Product: [Cl:1][C:2]1[S:6][C:5]([C:7]2[N:12]=[C:11]([NH:13][C:14]3[CH:19]=[CH:18][C:17]([CH2:20][C:21]4[NH:28][N:27]=[N:26][N:22]=4)=[CH:16][CH:15]=3)[C:10]([CH2:23][CH3:24])=[C:9]([CH3:25])[N:8]=2)=[CH:4][CH:3]=1.[ClH:54]. The catalyst class is: 4.